Dataset: Full USPTO retrosynthesis dataset with 1.9M reactions from patents (1976-2016). Task: Predict the reactants needed to synthesize the given product. (1) Given the product [F:36][C:2]([F:1])([C:30]1[CH:35]=[CH:34][CH:33]=[CH:32][CH:31]=1)[CH2:3][O:4][C:5]1[CH:6]=[C:7]([C:17]([NH:19][C:20]2[N:25]=[CH:24][C:23]([C:26]([OH:28])=[O:27])=[CH:22][CH:21]=2)=[O:18])[CH:8]=[C:9]([O:11][C@@H:12]([CH3:16])[CH2:13][O:14][CH3:15])[CH:10]=1, predict the reactants needed to synthesize it. The reactants are: [F:1][C:2]([F:36])([C:30]1[CH:35]=[CH:34][CH:33]=[CH:32][CH:31]=1)[CH2:3][O:4][C:5]1[CH:6]=[C:7]([C:17]([NH:19][C:20]2[N:25]=[CH:24][C:23]([C:26]([O:28]C)=[O:27])=[CH:22][CH:21]=2)=[O:18])[CH:8]=[C:9]([O:11][C@@H:12]([CH3:16])[CH2:13][O:14][CH3:15])[CH:10]=1.O.[OH-].[Na+].Cl. (2) Given the product [ClH:41].[CH2:1]([N:8]1[C:13]2[CH:14]=[C:15]([C:17]3[CH:22]=[CH:21][C:20]([F:23])=[CH:19][C:18]=3[O:24][CH3:25])[S:16][C:12]=2[C:11](=[O:26])[N:10]([CH:27]2[CH2:32][CH2:31][NH:30][CH2:29][CH2:28]2)[C:9]1=[O:40])[C:2]1[CH:7]=[CH:6][CH:5]=[CH:4][CH:3]=1, predict the reactants needed to synthesize it. The reactants are: [CH2:1]([N:8]1[C:13]2[CH:14]=[C:15]([C:17]3[CH:22]=[CH:21][C:20]([F:23])=[CH:19][C:18]=3[O:24][CH3:25])[S:16][C:12]=2[C:11](=[O:26])[N:10]([CH:27]2[CH2:32][CH2:31][N:30](C(OC(C)(C)C)=O)[CH2:29][CH2:28]2)[C:9]1=[O:40])[C:2]1[CH:7]=[CH:6][CH:5]=[CH:4][CH:3]=1.[ClH:41]. (3) Given the product [C:30]([C:6]1[C:7]([N:17]2[CH2:22][CH2:21][CH:20]([C:23]([O:25][C:26]([CH3:29])([CH3:28])[CH3:27])=[O:24])[CH2:19][CH2:18]2)=[N:8][C:9]([CH2:10][N:11]2[CH2:15][CH2:14][CH2:13][C:12]2=[O:16])=[C:4]([C:2](=[O:3])[CH:32]([CH3:34])[CH3:33])[CH:5]=1)#[N:31], predict the reactants needed to synthesize it. The reactants are: Cl[C:2]([C:4]1[CH:5]=[C:6]([C:30]#[N:31])[C:7]([N:17]2[CH2:22][CH2:21][CH:20]([C:23]([O:25][C:26]([CH3:29])([CH3:28])[CH3:27])=[O:24])[CH2:19][CH2:18]2)=[N:8][C:9]=1[CH2:10][N:11]1[CH2:15][CH2:14][CH2:13][C:12]1=[O:16])=[O:3].[CH:32]([Mg]Br)([CH3:34])[CH3:33]. (4) Given the product [C:1]([C:5]1[NH:6][C:7]([C:10]([O:12][CH3:13])=[O:11])=[CH:8][N:9]=1)([CH3:4])([CH3:2])[CH3:3], predict the reactants needed to synthesize it. The reactants are: [C:1]([C:5]1[NH:6][CH:7]([C:10]([O:12][CH3:13])=[O:11])[CH2:8][N:9]=1)([CH3:4])([CH3:3])[CH3:2].C1CCN2C(=NCCC2)CC1.ClN1C(=O)N(Cl)C(=O)N(Cl)C1=O. (5) Given the product [NH2:32][C:4]1[N:9]=[C:8]([CH:10]([C:24]2[CH:25]=[C:26]([CH:29]=[CH:30][CH:31]=2)[C:27]#[N:28])[CH:11]([C:18]2[CH:19]=[N:20][CH:21]=[CH:22][CH:23]=2)[C:12]2[CH:13]=[N:14][CH:15]=[CH:16][CH:17]=2)[CH:7]=[CH:6][N:5]=1, predict the reactants needed to synthesize it. The reactants are: CS([C:4]1[N:9]=[C:8]([CH:10]([C:24]2[CH:25]=[C:26]([CH:29]=[CH:30][CH:31]=2)[C:27]#[N:28])[CH:11]([C:18]2[CH:19]=[N:20][CH:21]=[CH:22][CH:23]=2)[C:12]2[CH:13]=[N:14][CH:15]=[CH:16][CH:17]=2)[CH:7]=[CH:6][N:5]=1)=O.[NH3:32]. (6) Given the product [C:10]([O:9][C:7]([N:5]1[CH2:6][C:3]([C:1]#[N:2])([CH2:25][CH3:26])[CH2:4]1)=[O:8])([CH3:13])([CH3:12])[CH3:11], predict the reactants needed to synthesize it. The reactants are: [C:1]([CH:3]1[CH2:6][N:5]([C:7]([O:9][C:10]([CH3:13])([CH3:12])[CH3:11])=[O:8])[CH2:4]1)#[N:2].C[Si]([N-][Si](C)(C)C)(C)C.[Li+].I[CH2:25][CH3:26]. (7) Given the product [F:1][C:2]1[C:7]([F:8])=[C:6]([O:9][CH:57]2[CH2:60][O:59][CH2:58]2)[CH:5]=[CH:4][C:3]=1[CH2:10][N:11]1[C:19](=[O:20])[C:18]([C:21]([NH:23][C:24]2[CH:29]=[CH:28][C:27]([C:30]([F:32])([F:31])[F:33])=[CH:26][C:25]=2[C:34]2[CH:39]=[C:38]([C:40]([F:41])([F:42])[F:43])[N:37]=[CH:36][N:35]=2)=[O:22])=[C:17]([OH:44])[C:13]2([CH2:14][CH2:15][CH2:16]2)[N:12]1[CH3:45], predict the reactants needed to synthesize it. The reactants are: [F:1][C:2]1[C:7]([F:8])=[C:6]([OH:9])[CH:5]=[CH:4][C:3]=1[CH2:10][N:11]1[C:19](=[O:20])[C:18]([C:21]([NH:23][C:24]2[CH:29]=[CH:28][C:27]([C:30]([F:33])([F:32])[F:31])=[CH:26][C:25]=2[C:34]2[CH:39]=[C:38]([C:40]([F:43])([F:42])[F:41])[N:37]=[CH:36][N:35]=2)=[O:22])=[C:17]([OH:44])[C:13]2([CH2:16][CH2:15][CH2:14]2)[N:12]1[CH3:45].CC1C=CC(S(O[CH:57]2[CH2:60][O:59][CH2:58]2)(=O)=O)=CC=1.C(=O)([O-])[O-].[Cs+].[Cs+]. (8) Given the product [Cl:1][C:2]1[CH:3]=[C:4]([C:8]2[O:12][N:11]=[C:10]([CH:13]=[O:14])[CH:9]=2)[CH:5]=[CH:6][CH:7]=1, predict the reactants needed to synthesize it. The reactants are: [Cl:1][C:2]1[CH:3]=[C:4]([C:8]2[O:12][N:11]=[C:10]([CH2:13][OH:14])[CH:9]=2)[CH:5]=[CH:6][CH:7]=1.[Cr](Cl)([O-])(=O)=O.[NH+]1C=CC=CC=1. (9) Given the product [CH3:1][C:2]1[CH:7]=[C:6]([N+:10]([O-:12])=[O:11])[CH:5]=[C:4]([CH3:8])[N+:3]=1[O-:9], predict the reactants needed to synthesize it. The reactants are: [CH3:1][C:2]1[CH:7]=[CH:6][CH:5]=[C:4]([CH3:8])[N+:3]=1[O-:9].[N+:10]([O-])([OH:12])=[O:11].